This data is from Reaction yield outcomes from USPTO patents with 853,638 reactions. The task is: Predict the reaction yield, written as a fraction of the theoretical maximum amount of product (1.0 means a 100% yield; for example, 0.34 means a 34% yield). (1) The product is [C:11]([C:7]1[CH:8]=[C:9]2[C:4](=[CH:5][CH:6]=1)[NH:3][C:2](=[O:1])[CH:10]2[C:14]1[N:19]=[C:18]2[CH2:20][N:21]([C:23]([O:25][C:26]([CH3:29])([CH3:28])[CH3:27])=[O:24])[CH2:22][C:17]2=[CH:16][CH:15]=1)#[N:12]. The catalyst is C1C=CC(/C=C/C(/C=C/C2C=CC=CC=2)=O)=CC=1.C1C=CC(/C=C/C(/C=C/C2C=CC=CC=2)=O)=CC=1.C1C=CC(/C=C/C(/C=C/C2C=CC=CC=2)=O)=CC=1.[Pd].[Pd].O1CCCC1. The yield is 0.400. The reactants are [O:1]=[C:2]1[CH2:10][C:9]2[C:4](=[CH:5][CH:6]=[C:7]([C:11]#[N:12])[CH:8]=2)[NH:3]1.Cl[C:14]1[N:19]=[C:18]2[CH2:20][N:21]([C:23]([O:25][C:26]([CH3:29])([CH3:28])[CH3:27])=[O:24])[CH2:22][C:17]2=[CH:16][CH:15]=1.C([O-])([O-])=O.[K+].[K+].CC(C1C=C(C(C)C)C(C2C=CC=CC=2P(C2CCCCC2)C2CCCCC2)=C(C(C)C)C=1)C. (2) The reactants are [NH2:1][CH2:2][CH2:3][C:4]1[CH:9]=[CH:8][C:7]([OH:10])=[CH:6][CH:5]=1.[C:11](O[C:11]([O:12][C:13]([CH3:16])([CH3:15])[CH3:14])=[O:17])(=[O:17])[O:12][C:13]([CH3:16])([CH3:15])[CH3:14]. The catalyst is C1COCC1. The product is [OH:10][C:7]1[CH:8]=[CH:9][C:4]([CH2:3][CH2:2][NH:1][C:11](=[O:17])[O:12][C:13]([CH3:16])([CH3:15])[CH3:14])=[CH:5][CH:6]=1. The yield is 0.950. (3) The reactants are [CH2:1]([O:4][C:5]1[CH:10]=[CH:9][CH:8]=[C:7](Br)[CH:6]=1)[CH:2]=[CH2:3].C([Li])(C)(C)C.[CH2:17]([N:24]([CH2:37][C:38]1[CH:49]=[CH:48][C:41]([C:42](N(OC)C)=[O:43])=[CH:40][CH:39]=1)[C:25]1[CH:30]=[CH:29][CH:28]=[C:27]([NH:31][S:32]([CH3:35])(=[O:34])=[O:33])[C:26]=1[CH3:36])[C:18]1[CH:23]=[CH:22][CH:21]=[CH:20][CH:19]=1. The catalyst is C1COCC1. The product is [CH2:1]([O:4][C:5]1[CH:6]=[C:7]([CH:8]=[CH:9][CH:10]=1)[C:42]([C:41]1[CH:40]=[CH:39][C:38]([CH2:37][N:24]([CH2:17][C:18]2[CH:23]=[CH:22][CH:21]=[CH:20][CH:19]=2)[C:25]2[C:26]([CH3:36])=[C:27]([NH:31][S:32]([CH3:35])(=[O:34])=[O:33])[CH:28]=[CH:29][CH:30]=2)=[CH:49][CH:48]=1)=[O:43])[CH:2]=[CH2:3]. The yield is 0.360.